From a dataset of Full USPTO retrosynthesis dataset with 1.9M reactions from patents (1976-2016). Predict the reactants needed to synthesize the given product. (1) The reactants are: [C:1]([O:5][C:6]([NH:8][C@H:9]([C:12]([OH:14])=[O:13])[CH2:10][OH:11])=[O:7])([CH3:4])([CH3:3])[CH3:2].[H-].[Na+].[CH2:17](Br)[CH:18]=[CH2:19]. Given the product [C:1]([O:5][C:6]([NH:8][C@H:9]([C:12]([OH:14])=[O:13])[CH2:10][O:11][CH2:19][CH:18]=[CH2:17])=[O:7])([CH3:4])([CH3:2])[CH3:3], predict the reactants needed to synthesize it. (2) Given the product [CH3:1][O:2][CH:3]([O:6][CH3:7])[O:4][CH3:5].[CH3:19][O:18][CH:10]([O:17][CH3:20])[C:11]1[CH:16]=[CH:15][CH:14]=[CH:13][CH:12]=1, predict the reactants needed to synthesize it. The reactants are: [CH3:1][O:2][C:3](OC)([O:6][CH3:7])[O:4][CH3:5].[C:10]([O:18][CH3:19])(=[O:17])[C:11]1[CH:16]=[CH:15][CH:14]=[CH:13][CH:12]=1.[CH3:20][N+](CCCC)(CCCC)CCCC.